This data is from Reaction yield outcomes from USPTO patents with 853,638 reactions. The task is: Predict the reaction yield, written as a fraction of the theoretical maximum amount of product (1.0 means a 100% yield; for example, 0.34 means a 34% yield). (1) The catalyst is C(Cl)(Cl)Cl.O. The product is [CH3:1][O:2][C:3]1[CH:4]=[C:5]2[C:10](=[CH:11][C:12]=1[O:13][CH3:14])[N:9]=[CH:8][CH:7]=[C:6]2[O:15][C:16]1[CH:22]=[CH:21][C:19]([NH:20][C:36]([NH:52][CH2:51][CH2:50][N:44]2[CH2:49][CH2:48][CH2:47][CH2:46][CH2:45]2)=[O:42])=[C:18]([CH3:23])[C:17]=1[CH3:24]. The reactants are [CH3:1][O:2][C:3]1[CH:4]=[C:5]2[C:10](=[CH:11][C:12]=1[O:13][CH3:14])[N:9]=[CH:8][CH:7]=[C:6]2[O:15][C:16]1[CH:22]=[CH:21][C:19]([NH2:20])=[C:18]([CH3:23])[C:17]=1[CH3:24].C(N(CC)CC)C.ClC(Cl)(O[C:36](=[O:42])OC(Cl)(Cl)Cl)Cl.[N:44]1([CH2:50][CH2:51][NH2:52])[CH2:49][CH2:48][CH2:47][CH2:46][CH2:45]1. The yield is 0.320. (2) The reactants are [C:1]([O:5][C:6]([N:8]1[CH2:13][CH2:12][CH:11]([O:14][C:15]2[CH:16]=[C:17]([CH:21]=[CH:22][CH:23]=2)[C:18](O)=[O:19])[CH2:10][CH2:9]1)=[O:7])([CH3:4])([CH3:3])[CH3:2].[NH2:24][C:25]1[CH:26]=[C:27]([NH:32][C:33](=[O:46])[C:34]2[CH:39]=[CH:38][CH:37]=[C:36]([N:40]3[CH2:45][CH2:44][CH2:43][CH2:42][CH2:41]3)[CH:35]=2)[CH:28]=[CH:29][C:30]=1[CH3:31]. No catalyst specified. The product is [CH3:31][C:30]1[CH:29]=[CH:28][C:27]([NH:32][C:33](=[O:46])[C:34]2[CH:39]=[CH:38][CH:37]=[C:36]([N:40]3[CH2:41][CH2:42][CH2:43][CH2:44][CH2:45]3)[CH:35]=2)=[CH:26][C:25]=1[NH:24][C:18](=[O:19])[C:17]1[CH:21]=[CH:22][CH:23]=[C:15]([O:14][CH:11]2[CH2:10][CH2:9][N:8]([C:6]([O:5][C:1]([CH3:3])([CH3:2])[CH3:4])=[O:7])[CH2:13][CH2:12]2)[CH:16]=1. The yield is 0.570. (3) The reactants are [C:1]([O:4][C:5]1[CH:13]=[CH:12][C:11]([Br:14])=[CH:10][C:6]=1[C:7]([OH:9])=O)(=[O:3])[CH3:2].[NH2:15][C:16]1[S:17][CH:18]=[C:19]([C:21]([CH3:24])([CH3:23])[CH3:22])[N:20]=1. No catalyst specified. The product is [C:1]([O:4][C:5]1[CH:13]=[CH:12][C:11]([Br:14])=[CH:10][C:6]=1[C:7]([NH:15][C:16]1[S:17][CH:18]=[C:19]([C:21]([CH3:24])([CH3:23])[CH3:22])[N:20]=1)=[O:9])(=[O:3])[CH3:2]. The yield is 0.594. (4) The reactants are [CH2:1]([C@@:5]1([CH2:28][CH3:29])[NH:11][C@H:10]([C:12]2[CH:17]=[CH:16][CH:15]=[CH:14][CH:13]=2)[C:9]2[CH:18]=[C:19]([O:24][CH3:25])[C:20]([CH2:22][NH2:23])=[CH:21][C:8]=2[S:7](=[O:27])(=[O:26])[CH2:6]1)[CH2:2][CH2:3][CH3:4].[CH2:30]=O.[P:32]([O-:39])([O:36][CH2:37][CH3:38])[O:33][CH2:34][CH3:35]. The catalyst is C1COCC1. The product is [CH2:1]([C@@:5]1([CH2:28][CH3:29])[NH:11][C@H:10]([C:12]2[CH:13]=[CH:14][CH:15]=[CH:16][CH:17]=2)[C:9]2[CH:18]=[C:19]([O:24][CH3:25])[C:20]([CH2:22][NH:23][CH2:30][P:32](=[O:39])([O:36][CH2:37][CH3:38])[O:33][CH2:34][CH3:35])=[CH:21][C:8]=2[S:7](=[O:26])(=[O:27])[CH2:6]1)[CH2:2][CH2:3][CH3:4]. The yield is 0.583.